Task: Predict the product of the given reaction.. Dataset: Forward reaction prediction with 1.9M reactions from USPTO patents (1976-2016) (1) The product is: [N:19]12[CH2:20][CH2:21][CH:22]([CH2:17][CH2:18]1)[C@@H:1]([O:2][C:3](=[O:15])[CH:4]([C:5]1[S:6][CH:7]=[CH:8][CH:9]=1)[C:10]1[S:11][CH:12]=[CH:13][CH:14]=1)[CH2:24]2. Given the reactants [CH3:1][O:2][C:3](=[O:15])[CH:4]([C:10]1[S:11][CH:12]=[CH:13][CH:14]=1)[C:5]1[S:6][CH:7]=[CH:8][CH:9]=1.O[C@@H:17]1[CH:22]2C[CH2:24][N:19]([CH2:20][CH2:21]2)[CH2:18]1, predict the reaction product. (2) Given the reactants [CH3:1][O:2][C:3]1[CH:8]=[CH:7][C:6]([SH:9])=[CH:5][CH:4]=1.C1C(=O)N(Cl)C(=O)C1.[C:18]1([Zn]Br)[CH:23]=[CH:22][CH:21]=[CH:20][CH:19]=1, predict the reaction product. The product is: [CH3:1][O:2][C:3]1[CH:8]=[CH:7][C:6]([S:9][C:18]2[CH:23]=[CH:22][CH:21]=[CH:20][CH:19]=2)=[CH:5][CH:4]=1. (3) Given the reactants Cl.[N:2]1([CH2:8][CH2:9][CH2:10][C:11]([OH:13])=[O:12])[CH2:7][CH2:6][CH2:5][CH2:4][CH2:3]1.C1N=CN(C(N2C=NC=C2)=O)C=1.[F:26][C:27]1[C:31]([C:32]2[CH:33]=[N:34][C:35]([O:38][CH3:39])=[CH:36][CH:37]=2)=[N:30][NH:29][C:28]=1[NH2:40], predict the reaction product. The product is: [CH:11]([OH:13])=[O:12].[F:26][C:27]1[C:31]([C:32]2[CH:33]=[N:34][C:35]([O:38][CH3:39])=[CH:36][CH:37]=2)=[N:30][NH:29][C:28]=1[NH:40][C:11](=[O:13])[CH2:10][CH2:9][CH2:8][N:2]1[CH2:3][CH2:4][CH2:5][CH2:6][CH2:7]1. (4) Given the reactants C(O)(=O)CC(CC(O)=O)(C(O)=O)O.[Si:14]([O:21][CH2:22][C@@H:23]([N:25]1[C:29]2[N:30]=[CH:31][N:32]=[CH:33][C:28]=2[C:27]([C:34]([C:36]2[CH:37]=[N:38][CH:39]=[C:40]([N:42]=C(C3C=CC=CC=3)C3C=CC=CC=3)[CH:41]=2)=[O:35])=[CH:26]1)[CH3:24])([C:17]([CH3:20])([CH3:19])[CH3:18])([CH3:16])[CH3:15].O.[OH-].[Na+], predict the reaction product. The product is: [NH2:42][C:40]1[CH:41]=[C:36]([C:34]([C:27]2[C:28]3[CH:33]=[N:32][CH:31]=[N:30][C:29]=3[N:25]([C@@H:23]([CH3:24])[CH2:22][O:21][Si:14]([C:17]([CH3:20])([CH3:19])[CH3:18])([CH3:15])[CH3:16])[CH:26]=2)=[O:35])[CH:37]=[N:38][CH:39]=1. (5) The product is: [C:1]([O:4][C@@H:5]1[C@@H:18]([O:19][C:20](=[O:22])[CH3:21])[C@H:17]([O:23][C:24](=[O:26])[CH3:25])[CH2:16][S:15][C@H:6]1[O:7][C:8]1[CH:9]=[N:10][C:11]([C:31]2[CH:32]=[N:33][C:28]([CH3:27])=[CH:29][CH:30]=2)=[CH:12][CH:13]=1)(=[O:3])[CH3:2]. Given the reactants [C:1]([O:4][C@@H:5]1[C@@H:18]([O:19][C:20](=[O:22])[CH3:21])[C@H:17]([O:23][C:24](=[O:26])[CH3:25])[CH2:16][S:15][C@H:6]1[O:7][C:8]1[CH:9]=[N:10][C:11](Br)=[CH:12][CH:13]=1)(=[O:3])[CH3:2].[CH3:27][C:28]1[N:33]=[CH:32][C:31](B(O)O)=[CH:30][CH:29]=1, predict the reaction product.